Dataset: Catalyst prediction with 721,799 reactions and 888 catalyst types from USPTO. Task: Predict which catalyst facilitates the given reaction. Reactant: [F:1][C:2]1[CH:7]=[CH:6][C:5]([C:8]2[O:9][C:10]3[CH:20]=[CH:19][C:18]([C:21]4[C:22]([CH3:32])=[CH:23][C:24]([O:30][CH3:31])=[C:25]([CH:29]=4)[C:26](O)=[O:27])=[CH:17][C:11]=3[C:12]=2[C:13](=[O:16])[NH:14][CH3:15])=[CH:4][CH:3]=1.Cl.[N:34]1[CH:39]=[CH:38][C:37]([C:40]2([NH2:43])[CH2:42][CH2:41]2)=[N:36][CH:35]=1.CN([P+](ON1N=NC2C=CC=CC1=2)(N(C)C)N(C)C)C.F[P-](F)(F)(F)(F)F. Product: [F:1][C:2]1[CH:7]=[CH:6][C:5]([C:8]2[O:9][C:10]3[CH:20]=[CH:19][C:18]([C:21]4[CH:29]=[C:25]([C:26](=[O:27])[NH:43][C:40]5([C:37]6[CH:38]=[CH:39][N:34]=[CH:35][N:36]=6)[CH2:42][CH2:41]5)[C:24]([O:30][CH3:31])=[CH:23][C:22]=4[CH3:32])=[CH:17][C:11]=3[C:12]=2[C:13]([NH:14][CH3:15])=[O:16])=[CH:4][CH:3]=1. The catalyst class is: 18.